Dataset: Experimentally validated miRNA-target interactions with 360,000+ pairs, plus equal number of negative samples. Task: Binary Classification. Given a miRNA mature sequence and a target amino acid sequence, predict their likelihood of interaction. (1) The miRNA is hsa-miR-4530 with sequence CCCAGCAGGACGGGAGCG. The protein sequence of the target gene is MPPPSDIVKVAIEWPGAYPKLMEIDQKKPLSAIIKEVCDGWSLANHEYFALQHADSSNFYITEKNRNEIKNGTILRLTTSPAQNAQQLHERIQSSSMDAKLEALKDLASLSRDVTFAQEFINLDGISLLTQMVESGTERYQKLQKIMKPCFGDMLSFTLTAFVELMDHGIVSWDTFSVAFIKKIASFVNKSAIDISILQRSLAILESMVLNSHDLYQKVAQEITIGQLIPHLQGTDQEIQTYTIAVINALFLKAPDERRQEMANILAQKQLRYIILTHVIRAQRAINNEMAHQLYVLQVL.... Result: 0 (no interaction). (2) The miRNA is hsa-miR-6894-5p with sequence AGGAGGAUGGAGAGCUGGGCCAGA. The protein sequence of the target gene is MNKSRWQSRRRHGRRSHQQNPWFRLRDSEDRSDSRAAQPAHDSGHGDDESPSTSSGTAGTSSVPELPGFYFDPEKKRYFRLLPGHNNCNPLTKESIRQKEMESKRLRLLQEEDRRKKIARMGFNASSMLRKSQLGFLNVTNYCHLAHELRLSCMERKKVQIRSMDPSALASDRFNLILADTNSDRLFTVNDVKVGGSKYGIINLQSLKTPTLKVFMHENLYFTNRKVNSVCWASLNHLDSHILLCLMGLAETPGCATLLPASLFVNSHPGIDRPGMLCSFRIPGAWSCAWSLNIQANNCF.... Result: 0 (no interaction).